This data is from Forward reaction prediction with 1.9M reactions from USPTO patents (1976-2016). The task is: Predict the product of the given reaction. Given the reactants [NH2:1][C:2]1[CH:3]=[C:4]([CH:8]=[CH:9][CH:10]=1)[CH:5]=[N:6]O.[ClH:11], predict the reaction product. The product is: [ClH:11].[NH2:1][C:2]1[CH:3]=[C:4]([CH:8]=[CH:9][CH:10]=1)[CH2:5][NH2:6].